This data is from Reaction yield outcomes from USPTO patents with 853,638 reactions. The task is: Predict the reaction yield, written as a fraction of the theoretical maximum amount of product (1.0 means a 100% yield; for example, 0.34 means a 34% yield). (1) The reactants are [Br:1][C:2]1[CH:7]=[C:6]([F:8])[CH:5]=[CH:4][C:3]=1[CH:9]1[C:14]([C:15]([O:17][CH2:18][CH3:19])=[O:16])=[C:13]([CH2:20]Br)[NH:12][C:11]([C:22]2[S:23][CH:24]=[CH:25][N:26]=2)=[N:10]1.Cl.[NH:28]1[CH2:33][CH2:32][O:31][CH:30]([CH2:34][C:35]([OH:37])=[O:36])[CH2:29]1. No catalyst specified. The product is [Br:1][C:2]1[CH:7]=[C:6]([F:8])[CH:5]=[CH:4][C:3]=1[CH:9]1[N:10]=[C:11]([C:22]2[S:23][CH:24]=[CH:25][N:26]=2)[NH:12][C:13]([CH2:20][N:28]2[CH2:33][CH2:32][O:31][CH:30]([CH2:34][C:35]([OH:37])=[O:36])[CH2:29]2)=[C:14]1[C:15]([O:17][CH2:18][CH3:19])=[O:16]. The yield is 0.600. (2) The reactants are [NH2:1][C:2]1[CH:12]=[CH:11][C:5]2[NH:6][C:7](=[O:10])[CH2:8][O:9][C:4]=2[CH:3]=1.CN(C)C=O.[C:18](N1C=CN=C1)(N1C=CN=C1)=[S:19].[N:30](=[C:32]([C:34]1[C:38]([OH:39])=[C:37]([C:40]2[CH:45]=[CH:44][C:43]([C:46]([F:49])([F:48])[F:47])=[CH:42][CH:41]=2)[N:36]([CH3:50])[N:35]=1)[CH3:33])[NH2:31]. The catalyst is O. The product is [OH:39][C:38]1[C:34]([C:32](=[N:30][NH:31][C:18](=[S:19])[NH:1][C:2]2[CH:12]=[CH:11][C:5]3[NH:6][C:7](=[O:10])[CH2:8][O:9][C:4]=3[CH:3]=2)[CH3:33])=[N:35][N:36]([CH3:50])[C:37]=1[C:40]1[CH:41]=[CH:42][C:43]([C:46]([F:49])([F:48])[F:47])=[CH:44][CH:45]=1. The yield is 0.490. (3) The product is [Br:1][C:2]1[C:3]2[O:9][CH:21]([CH2:20][OH:23])[CH2:22][C:4]=2[CH:5]=[C:6]([CH3:8])[CH:7]=1. The yield is 0.430. The reactants are [Br:1][C:2]1[CH:7]=[C:6]([CH3:8])[CH:5]=[CH:4][C:3]=1[OH:9].C(=O)([O-])[O-].[K+].[K+].C(Br)C=C.[CH2:20]([O:23]CC=C)[CH:21]=[CH2:22].C(C1C(C(F)(F)F)=CC=C(Cl)C=1O)C=C.C(C1C=C(C)C=C(Br)C=1O)C=C.ClC1C=C(C=CC=1)C(OO)=O.ClC1C2OC(CO)CC=2C(C(F)(F)F)=CC=1. The catalyst is C1(C)C=C(C)C=C(C)C=1. (4) The reactants are [Cl:1][C:2]1[S:6][C:5]([C:7]([O:9]C)=[O:8])=[CH:4][C:3]=1[C:11]1[N:15]([CH3:16])[N:14]=[CH:13][C:12]=1[F:17].[OH-].[Na+]. The catalyst is O1CCCC1. The product is [Cl:1][C:2]1[S:6][C:5]([C:7]([OH:9])=[O:8])=[CH:4][C:3]=1[C:11]1[N:15]([CH3:16])[N:14]=[CH:13][C:12]=1[F:17]. The yield is 0.720. (5) The reactants are [H-].[Na+].[CH2:3]([O:5][C:6]([C:8]1[NH:9][C:10]2[C:15]([CH:16]=1)=[CH:14][CH:13]=[C:12]([C:17]([F:20])([F:19])[F:18])[CH:11]=2)=[O:7])[CH3:4].[C:21]([O:25][C:26]([N:28]1[CH2:32][C@H:31]([CH3:33])OS1(=O)=O)=[O:27])([CH3:24])([CH3:23])[CH3:22]. The catalyst is CN(C)C=O. The product is [CH2:3]([O:5][C:6]([C:8]1[N:9]([C@H:31]([CH3:33])[CH2:32][NH:28][C:26]([O:25][C:21]([CH3:24])([CH3:23])[CH3:22])=[O:27])[C:10]2[C:15]([CH:16]=1)=[CH:14][CH:13]=[C:12]([C:17]([F:20])([F:18])[F:19])[CH:11]=2)=[O:7])[CH3:4]. The yield is 0.880. (6) The reactants are Cl[C:2]1[C:7]2[N:8]=[CH:9][NH:10][C:11](=[O:12])[C:6]=2[CH:5]=[CH:4][N:3]=1.C([Sn](CCCC)(CCCC)[C:18]1[N:19]=[CH:20][N:21]([CH3:23])[CH:22]=1)CCC. The catalyst is CN(C=O)C. The product is [CH3:23][N:21]1[CH:22]=[C:18]([C:2]2[C:7]3[N:8]=[CH:9][NH:10][C:11](=[O:12])[C:6]=3[CH:5]=[CH:4][N:3]=2)[N:19]=[CH:20]1. The yield is 0.200. (7) The reactants are [F:1][C:2]([F:23])([F:22])[C:3]1[CH:4]=[C:5]([C:20]#N)[C:6]2[N:10]=[CH:9][N:8]([CH2:11][O:12][CH2:13][CH2:14][Si:15]([CH3:18])([CH3:17])[CH3:16])[C:7]=2[CH:19]=1.[H-].C([Al+]CC(C)C)C(C)C.C(C(C(C([O-])=O)O)O)([O-])=[O:35].[K+].[Na+].[BH4-].[Li+]. The catalyst is ClCCl.O1CCCC1.CC(C)=O. The product is [F:1][C:2]([F:23])([F:22])[C:3]1[CH:4]=[C:5]([CH2:20][OH:35])[C:6]2[N:10]=[CH:9][N:8]([CH2:11][O:12][CH2:13][CH2:14][Si:15]([CH3:18])([CH3:17])[CH3:16])[C:7]=2[CH:19]=1. The yield is 0.200. (8) The reactants are [CH:1]1[C:11]2[CH2:10][CH2:9][C:8]3[CH:12]=[CH:13][CH:14]=[CH:15][C:7]=3[NH:6][C:5]=2[CH:4]=[CH:3][CH:2]=1.B(F)(F)F.O(CC)CC.[C:25]1(=[O:31])[CH2:30][CH2:29][CH2:28][CH:27]=[CH:26]1. The catalyst is C(Cl)Cl.[Br-].C([N+](CCCC)(CCCC)CCCC)CCC. The product is [CH:1]1[C:11]2[CH2:10][CH2:9][C:8]3[CH:12]=[CH:13][CH:14]=[CH:15][C:7]=3[N:6]([CH:27]3[CH2:28][CH2:29][CH2:30][C:25](=[O:31])[CH2:26]3)[C:5]=2[CH:4]=[CH:3][CH:2]=1. The yield is 0.170. (9) The reactants are Br[CH2:2][C:3]1[CH:8]=[CH:7][C:6]([C:9]([F:12])([F:11])[F:10])=[CH:5][CH:4]=1.C(=O)([O-])[O-].[Cs+].[Cs+].[OH:19][N:20]=[C:21]([C:23]1[CH:24]=[CH:25][C:26]([O:29][CH2:30][C:31]([O:33][CH3:34])=[O:32])=[N:27][CH:28]=1)[CH3:22]. The catalyst is CN(C=O)C. The product is [F:10][C:9]([F:12])([F:11])[C:6]1[CH:7]=[CH:8][C:3]([CH2:2][O:19][N:20]=[C:21]([C:23]2[CH:24]=[CH:25][C:26]([O:29][CH2:30][C:31]([O:33][CH3:34])=[O:32])=[N:27][CH:28]=2)[CH3:22])=[CH:4][CH:5]=1. The yield is 0.940.